Dataset: NCI-60 drug combinations with 297,098 pairs across 59 cell lines. Task: Regression. Given two drug SMILES strings and cell line genomic features, predict the synergy score measuring deviation from expected non-interaction effect. (1) Drug 1: CC1C(C(CC(O1)OC2CC(CC3=C2C(=C4C(=C3O)C(=O)C5=C(C4=O)C(=CC=C5)OC)O)(C(=O)CO)O)N)O.Cl. Drug 2: CC(C)NC(=O)C1=CC=C(C=C1)CNNC.Cl. Cell line: UACC62. Synergy scores: CSS=10.7, Synergy_ZIP=3.51, Synergy_Bliss=11.5, Synergy_Loewe=7.22, Synergy_HSA=9.01. (2) Drug 1: C1CC(=O)NC(=O)C1N2C(=O)C3=CC=CC=C3C2=O. Drug 2: C1CN(P(=O)(OC1)NCCCl)CCCl. Cell line: HS 578T. Synergy scores: CSS=9.97, Synergy_ZIP=-3.30, Synergy_Bliss=1.31, Synergy_Loewe=-5.58, Synergy_HSA=1.54. (3) Drug 1: C#CCC(CC1=CN=C2C(=N1)C(=NC(=N2)N)N)C3=CC=C(C=C3)C(=O)NC(CCC(=O)O)C(=O)O. Drug 2: CCN(CC)CCCC(C)NC1=C2C=C(C=CC2=NC3=C1C=CC(=C3)Cl)OC. Cell line: COLO 205. Synergy scores: CSS=18.8, Synergy_ZIP=0.907, Synergy_Bliss=0.0640, Synergy_Loewe=-2.20, Synergy_HSA=-2.57. (4) Drug 1: CC12CCC3C(C1CCC2=O)CC(=C)C4=CC(=O)C=CC34C. Drug 2: CC(C)(C#N)C1=CC(=CC(=C1)CN2C=NC=N2)C(C)(C)C#N. Cell line: TK-10. Synergy scores: CSS=41.9, Synergy_ZIP=1.57, Synergy_Bliss=-0.705, Synergy_Loewe=-1.72, Synergy_HSA=-1.23. (5) Drug 1: C1=NC(=NC(=O)N1C2C(C(C(O2)CO)O)O)N. Synergy scores: CSS=25.7, Synergy_ZIP=-6.53, Synergy_Bliss=0.342, Synergy_Loewe=-0.849, Synergy_HSA=2.72. Drug 2: C1CN(CCN1C(=O)CCBr)C(=O)CCBr. Cell line: HCT-15. (6) Drug 1: CC1=C2C(C(=O)C3(C(CC4C(C3C(C(C2(C)C)(CC1OC(=O)C(C(C5=CC=CC=C5)NC(=O)OC(C)(C)C)O)O)OC(=O)C6=CC=CC=C6)(CO4)OC(=O)C)OC)C)OC. Drug 2: CC1=C2C(C(=O)C3(C(CC4C(C3C(C(C2(C)C)(CC1OC(=O)C(C(C5=CC=CC=C5)NC(=O)OC(C)(C)C)O)O)OC(=O)C6=CC=CC=C6)(CO4)OC(=O)C)O)C)O. Cell line: COLO 205. Synergy scores: CSS=90.3, Synergy_ZIP=14.4, Synergy_Bliss=13.8, Synergy_Loewe=15.1, Synergy_HSA=17.7. (7) Drug 1: CC1=C(C=C(C=C1)NC(=O)C2=CC=C(C=C2)CN3CCN(CC3)C)NC4=NC=CC(=N4)C5=CN=CC=C5. Drug 2: C1CN(CCN1C(=O)CCBr)C(=O)CCBr. Cell line: NCI-H226. Synergy scores: CSS=11.7, Synergy_ZIP=-1.88, Synergy_Bliss=3.80, Synergy_Loewe=4.04, Synergy_HSA=4.11. (8) Drug 1: CS(=O)(=O)C1=CC(=C(C=C1)C(=O)NC2=CC(=C(C=C2)Cl)C3=CC=CC=N3)Cl. Drug 2: C1=CC=C(C(=C1)C(C2=CC=C(C=C2)Cl)C(Cl)Cl)Cl. Cell line: COLO 205. Synergy scores: CSS=1.87, Synergy_ZIP=3.64, Synergy_Bliss=7.34, Synergy_Loewe=0.380, Synergy_HSA=0.999. (9) Drug 1: COC1=CC(=CC(=C1O)OC)C2C3C(COC3=O)C(C4=CC5=C(C=C24)OCO5)OC6C(C(C7C(O6)COC(O7)C8=CC=CS8)O)O. Drug 2: CC1C(C(CC(O1)OC2CC(CC3=C2C(=C4C(=C3O)C(=O)C5=CC=CC=C5C4=O)O)(C(=O)C)O)N)O. Cell line: HT29. Synergy scores: CSS=34.6, Synergy_ZIP=-10.6, Synergy_Bliss=-11.4, Synergy_Loewe=-9.43, Synergy_HSA=-7.84.